From a dataset of NCI-60 drug combinations with 297,098 pairs across 59 cell lines. Regression. Given two drug SMILES strings and cell line genomic features, predict the synergy score measuring deviation from expected non-interaction effect. (1) Drug 1: CC1=C2C(C(=O)C3(C(CC4C(C3C(C(C2(C)C)(CC1OC(=O)C(C(C5=CC=CC=C5)NC(=O)OC(C)(C)C)O)O)OC(=O)C6=CC=CC=C6)(CO4)OC(=O)C)OC)C)OC. Drug 2: CC1C(C(CC(O1)OC2CC(CC3=C2C(=C4C(=C3O)C(=O)C5=C(C4=O)C(=CC=C5)OC)O)(C(=O)CO)O)N)O.Cl. Cell line: A498. Synergy scores: CSS=52.5, Synergy_ZIP=-5.55, Synergy_Bliss=-6.44, Synergy_Loewe=-1.57, Synergy_HSA=-0.212. (2) Drug 1: CCCS(=O)(=O)NC1=C(C(=C(C=C1)F)C(=O)C2=CNC3=C2C=C(C=N3)C4=CC=C(C=C4)Cl)F. Drug 2: C1=C(C(=O)NC(=O)N1)N(CCCl)CCCl. Cell line: NCI-H460. Synergy scores: CSS=32.7, Synergy_ZIP=3.07, Synergy_Bliss=5.25, Synergy_Loewe=-6.20, Synergy_HSA=3.91. (3) Drug 1: CC=C1C(=O)NC(C(=O)OC2CC(=O)NC(C(=O)NC(CSSCCC=C2)C(=O)N1)C(C)C)C(C)C. Drug 2: C1CN1C2=NC(=NC(=N2)N3CC3)N4CC4. Cell line: SK-MEL-5. Synergy scores: CSS=84.1, Synergy_ZIP=3.06, Synergy_Bliss=3.67, Synergy_Loewe=4.78, Synergy_HSA=8.29. (4) Drug 1: C1CC(C1)(C(=O)O)C(=O)O.[NH2-].[NH2-].[Pt+2]. Drug 2: C1=CN(C=N1)CC(O)(P(=O)(O)O)P(=O)(O)O. Cell line: COLO 205. Synergy scores: CSS=-1.84, Synergy_ZIP=0.119, Synergy_Bliss=-1.06, Synergy_Loewe=-2.29, Synergy_HSA=-2.51. (5) Drug 1: C1=NC2=C(N1)C(=S)N=CN2. Drug 2: COC1=C2C(=CC3=C1OC=C3)C=CC(=O)O2. Cell line: SW-620. Synergy scores: CSS=3.55, Synergy_ZIP=-0.450, Synergy_Bliss=0.790, Synergy_Loewe=-7.32, Synergy_HSA=-2.43. (6) Drug 1: CN(C)C1=NC(=NC(=N1)N(C)C)N(C)C. Drug 2: CC12CCC3C(C1CCC2OP(=O)(O)O)CCC4=C3C=CC(=C4)OC(=O)N(CCCl)CCCl.[Na+]. Cell line: MCF7. Synergy scores: CSS=-16.7, Synergy_ZIP=4.37, Synergy_Bliss=-4.08, Synergy_Loewe=-13.6, Synergy_HSA=-12.3.